This data is from Kir2.1 potassium channel HTS with 301,493 compounds. The task is: Binary Classification. Given a drug SMILES string, predict its activity (active/inactive) in a high-throughput screening assay against a specified biological target. (1) The result is 0 (inactive). The drug is S=C(NCCc1c2c([nH]c1)ccc(OC)c2)Nc1c(OC)cc(OC)cc1. (2) The result is 0 (inactive). The compound is O=C(N1CCCCC1)c1ccc(NC(=O)c2oc(cc2)C)cc1. (3) The drug is Fc1c(C(=O)NC(NC(=O)c2c(F)cccc2)c2ccc(OC)cc2)cccc1. The result is 0 (inactive). (4) The drug is Brc1c2c(c(S(=O)(=O)N3CCOCC3)cc1)cccc2. The result is 0 (inactive). (5) The compound is Clc1ccc(c2sc(C3(ON=C(C3)c3c(F)cccc3)C)c(n2)C)cc1. The result is 0 (inactive). (6) The molecule is Fc1c(NC(=O)CCc2c(n(nc2C)c2nnc(N3CCCCC3)cc2)C)cccc1. The result is 0 (inactive).